Dataset: Forward reaction prediction with 1.9M reactions from USPTO patents (1976-2016). Task: Predict the product of the given reaction. Given the reactants [N+:1]([C:4]1[CH:9]=[CH:8][C:7]([S:10]([N:13]2[CH2:18][C:17](=[O:19])[N:16]([CH2:20][CH2:21][CH2:22][CH2:23][CH2:24][CH2:25][CH2:26][CH3:27])[CH2:15][CH:14]2[C:28]([O:30][CH3:31])=[O:29])(=[O:12])=[O:11])=[CH:6][CH:5]=1)([O-])=O.O.O.Cl[Sn]Cl.C([O-])(O)=O.[Na+].CO[CH:44]1[CH2:48][CH2:47][CH:46](OC)O1, predict the reaction product. The product is: [CH2:20]([N:16]1[C:17](=[O:19])[CH2:18][N:13]([S:10]([C:7]2[CH:8]=[CH:9][C:4]([N:1]3[CH:44]=[CH:48][CH:47]=[CH:46]3)=[CH:5][CH:6]=2)(=[O:12])=[O:11])[CH:14]([C:28]([O:30][CH3:31])=[O:29])[CH2:15]1)[CH2:21][CH2:22][CH2:23][CH2:24][CH2:25][CH2:26][CH3:27].